From a dataset of Reaction yield outcomes from USPTO patents with 853,638 reactions. Predict the reaction yield, written as a fraction of the theoretical maximum amount of product (1.0 means a 100% yield; for example, 0.34 means a 34% yield). (1) The reactants are [Cl:1][C:2]1[N:10]=[C:9]2[C:5]([N:6]=[CH:7][NH:8]2)=[C:4]([NH2:11])[N:3]=1.C(=O)([O-])[O-].[K+].[K+].Br[CH2:19][C:20]1[CH:34]=[CH:33][C:23]([CH2:24][P:25](=[O:32])([O:29][CH2:30][CH3:31])[O:26][CH2:27][CH3:28])=[CH:22][CH:21]=1. The catalyst is CN(C=O)C. The product is [NH2:11][C:4]1[N:3]=[C:2]([Cl:1])[N:10]=[C:9]2[C:5]=1[N:6]=[CH:7][N:8]2[CH2:19][C:20]1[CH:34]=[CH:33][C:23]([CH2:24][P:25](=[O:32])([O:29][CH2:30][CH3:31])[O:26][CH2:27][CH3:28])=[CH:22][CH:21]=1. The yield is 0.180. (2) The catalyst is CO.C(Cl)CCl.C(Cl)Cl. The product is [CH2:14]([N:2]1[CH2:3][CH2:4][CH:5]([N:8]2[CH2:12][CH2:11][O:10][C:9]2=[O:13])[CH2:6][CH2:7]1)[C:15]1[CH:20]=[CH:19][CH:18]=[CH:17][CH:16]=1. The yield is 0.650. The reactants are Cl.[NH:2]1[CH2:7][CH2:6][CH:5]([N:8]2[CH2:12][CH2:11][O:10][C:9]2=[O:13])[CH2:4][CH2:3]1.[CH2:14](N1CCC(=O)CC1)[C:15]1[CH:20]=[CH:19][CH:18]=[CH:17][CH:16]=1.C(CN)O.C([BH3-])#N.[Na+].FC(F)(F)S(O)(=O)=O.Cl.C(N1CCC(NCCO)CC1)C1C=CC=CC=1.C(C1NC=CN=1)(C1NC=CN=1)=O. (3) The reactants are Cl.C(OC(=O)[NH:8][CH2:9][CH2:10][CH2:11][CH2:12][C:13]1[CH:18]=[CH:17][C:16]([NH:19][CH2:20][C:21](=[O:23])[NH2:22])=[CH:15][CH:14]=1)(C)(C)C. No catalyst specified. The product is [NH2:8][CH2:9][CH2:10][CH2:11][CH2:12][C:13]1[CH:18]=[CH:17][C:16]([NH:19][CH2:20][C:21]([NH2:22])=[O:23])=[CH:15][CH:14]=1. The yield is 0.700. (4) The reactants are [F:1][C:2]1[CH:7]=[C:6]([O:8][C:9]2[CH:14]=[CH:13][CH:12]=[CH:11][CH:10]=2)[CH:5]=[CH:4][C:3]=1[C:15]1[C:23]2[C:18](=[N:19][CH:20]=[N:21][C:22]=2[NH2:24])[N:17]([CH2:25][C@H:26]2[CH2:30][CH2:29][CH2:28][NH:27]2)[N:16]=1.[C:31]([CH2:33][C:34](O)=[O:35])#[N:32].CN(C(ON1N=NC2C=CC=NC1=2)=[N+](C)C)C.F[P-](F)(F)(F)(F)F.C(N(CC)CC)C. The catalyst is O.CN(C)C=O. The product is [NH2:24][C:22]1[N:21]=[CH:20][N:19]=[C:18]2[N:17]([CH2:25][C@H:26]3[CH2:30][CH2:29][CH2:28][N:27]3[C:34](=[O:35])[CH2:33][C:31]#[N:32])[N:16]=[C:15]([C:3]3[CH:4]=[CH:5][C:6]([O:8][C:9]4[CH:10]=[CH:11][CH:12]=[CH:13][CH:14]=4)=[CH:7][C:2]=3[F:1])[C:23]=12. The yield is 0.620. (5) The reactants are [CH3:1][CH2:2][CH:3]([N:6]1[C:10]2=[N:11][C:12]([C:15]#[C:16][Si](C)(C)C)=[CH:13][N:14]=[C:9]2[N:8]=[C:7]1[OH:21])[CH2:4][CH3:5].[F-].[K+]. The catalyst is CO.C1COCC1.O. The product is [C:15]([C:12]1[N:11]=[C:10]2[N:6]([CH:3]([CH2:4][CH3:5])[CH2:2][CH3:1])[C:7]([OH:21])=[N:8][C:9]2=[N:14][CH:13]=1)#[CH:16]. The yield is 0.370. (6) The reactants are C([O:3][C:4]([C:6]1[CH:10]=[C:9]([C:11]2[CH:16]=[CH:15][CH:14]=[CH:13][C:12]=2[O:17][CH2:18][C:19]2[CH:24]=[CH:23][CH:22]=[CH:21][CH:20]=2)[O:8][N:7]=1)=[O:5])C.CO.[OH-].[Na+]. The catalyst is C1COCC1.O. The product is [CH2:18]([O:17][C:12]1[CH:13]=[CH:14][CH:15]=[CH:16][C:11]=1[C:9]1[O:8][N:7]=[C:6]([C:4]([OH:5])=[O:3])[CH:10]=1)[C:19]1[CH:20]=[CH:21][CH:22]=[CH:23][CH:24]=1. The yield is 0.980. (7) The reactants are [S:1]1[CH:5]=[CH:4][CH:3]=[CH:2]1.[Li]CCCC.[CH2:11]([Sn:15](Cl)([CH2:20][CH2:21][CH2:22][CH3:23])[CH2:16][CH2:17][CH2:18][CH3:19])[CH2:12][CH2:13][CH3:14].CCCCCC. The catalyst is C1COCC1. The product is [CH2:20]([Sn:15]([CH2:11][CH2:12][CH2:13][CH3:14])([CH2:16][CH2:17][CH2:18][CH3:19])[C:2]1[S:1][CH:5]=[CH:4][CH:3]=1)[CH2:21][CH2:22][CH3:23]. The yield is 0.460. (8) The reactants are C[O:2][C:3]1[C:8]([N:9]2[C:13](=[O:14])[C:12]3=[CH:15][CH:16]=[CH:17][CH:18]=[C:11]3[C:10]2=[O:19])=[CH:7][CH:6]=[C:5]([O:20][CH3:21])[N:4]=1.[BrH:22].CCOCC. The catalyst is C(O)(=O)C. The product is [BrH:22].[O:19]=[C:10]1[C:11]2[C:12](=[CH:15][CH:16]=[CH:17][CH:18]=2)[C:13](=[O:14])[N:9]1[C:8]1[C:3]([OH:2])=[N:4][C:5]([O:20][CH3:21])=[CH:6][CH:7]=1. The yield is 0.670. (9) The reactants are CS(O[CH2:6][CH2:7][CH2:8][C@@:9]1([C:25]2[CH:30]=[CH:29][C:28]([F:31])=[CH:27][CH:26]=2)[O:14][C:13](=[O:15])[N:12]([C@H:16]([C:18]2[CH:23]=[CH:22][CH:21]=[C:20]([Br:24])[CH:19]=2)[CH3:17])[CH2:11][CH2:10]1)(=O)=O.C([O-])([O-])=O.[K+].[K+].[CH3:38][S:39]([NH2:42])(=[O:41])=[O:40]. The catalyst is C(#N)C. The product is [Br:24][C:20]1[CH:19]=[C:18]([C@@H:16]([N:12]2[CH2:11][CH2:10][C@:9]([CH2:8][CH2:7][CH2:6][NH:42][S:39]([CH3:38])(=[O:41])=[O:40])([C:25]3[CH:26]=[CH:27][C:28]([F:31])=[CH:29][CH:30]=3)[O:14][C:13]2=[O:15])[CH3:17])[CH:23]=[CH:22][CH:21]=1. The yield is 0.370.